This data is from Reaction yield outcomes from USPTO patents with 853,638 reactions. The task is: Predict the reaction yield, written as a fraction of the theoretical maximum amount of product (1.0 means a 100% yield; for example, 0.34 means a 34% yield). (1) The reactants are [ClH:1].[C:2]12([CH2:12][CH2:13][N:14]([CH2:27][CH2:28][C:29]([O:31]C(C)(C)C)=O)[C:15]([NH:17][CH2:18][CH2:19][CH2:20][C:21]3[CH:26]=[CH:25][N:24]=[CH:23][CH:22]=3)=[O:16])[CH2:11][CH:6]3[CH2:7][CH:8]([CH2:10][CH:4]([CH2:5]3)[CH2:3]1)[CH2:9]2.C(OCC)(=O)C. The catalyst is O1CCOCC1. The product is [ClH:1].[C:2]12([CH2:12][CH2:13][N:14]3[CH2:27][CH2:28][C:29](=[O:31])[N:17]([CH2:18][CH2:19][CH2:20][C:21]4[CH:26]=[CH:25][N:24]=[CH:23][CH:22]=4)[C:15]3=[O:16])[CH2:9][CH:8]3[CH2:7][CH:6]([CH2:5][CH:4]([CH2:10]3)[CH2:3]1)[CH2:11]2. The yield is 0.790. (2) The reactants are [CH2:1]([NH:8][C:9]([C:11]1[C:12]([NH:20][CH2:21][C:22]2[CH:27]=[CH:26][C:25]([O:28][CH3:29])=[C:24]([Cl:30])[CH:23]=2)=[N:13][C:14](S(C)=O)=[N:15][CH:16]=1)=[O:10])[C:2]1[CH:7]=[CH:6][CH:5]=[CH:4][CH:3]=1.[CH2:31]1[C:33]2([CH2:37][CH2:36][NH:35][CH2:34]2)[CH2:32]1.C(N(CC)CC)C. The catalyst is C1COCC1. The product is [CH2:1]([NH:8][C:9]([C:11]1[C:12]([NH:20][CH2:21][C:22]2[CH:27]=[CH:26][C:25]([O:28][CH3:29])=[C:24]([Cl:30])[CH:23]=2)=[N:13][C:14]([N:35]2[CH2:36][CH2:37][C:33]3([CH2:31][CH2:32]3)[CH2:34]2)=[N:15][CH:16]=1)=[O:10])[C:2]1[CH:7]=[CH:6][CH:5]=[CH:4][CH:3]=1. The yield is 0.180. (3) The reactants are [Cl:1][C:2]1[C:7]([N+:8]([O-:10])=[O:9])=[C:6](Cl)[CH:5]=[C:4]([CH3:12])[N:3]=1.[C:13]([O:17][C:18](=[O:29])[NH:19][CH2:20][CH2:21][C:22]1[CH:27]=[CH:26][C:25]([NH2:28])=[CH:24][CH:23]=1)([CH3:16])([CH3:15])[CH3:14]. The catalyst is C(N(CC)C(C)C)(C)C. The product is [Cl:1][C:2]1[C:7]([N+:8]([O-:10])=[O:9])=[C:6]([NH:28][C:25]2[CH:24]=[CH:23][C:22]([CH2:21][CH2:20][NH:19][C:18](=[O:29])[O:17][C:13]([CH3:15])([CH3:14])[CH3:16])=[CH:27][CH:26]=2)[CH:5]=[C:4]([CH3:12])[N:3]=1. The yield is 0.160.